The task is: Regression. Given two drug SMILES strings and cell line genomic features, predict the synergy score measuring deviation from expected non-interaction effect.. This data is from NCI-60 drug combinations with 297,098 pairs across 59 cell lines. (1) Drug 1: CC1=C(C=C(C=C1)C(=O)NC2=CC(=CC(=C2)C(F)(F)F)N3C=C(N=C3)C)NC4=NC=CC(=N4)C5=CN=CC=C5. Drug 2: CC1CCC2CC(C(=CC=CC=CC(CC(C(=O)C(C(C(=CC(C(=O)CC(OC(=O)C3CCCCN3C(=O)C(=O)C1(O2)O)C(C)CC4CCC(C(C4)OC)OCCO)C)C)O)OC)C)C)C)OC. Cell line: SF-295. Synergy scores: CSS=25.1, Synergy_ZIP=0.774, Synergy_Bliss=7.08, Synergy_Loewe=2.12, Synergy_HSA=6.95. (2) Drug 1: CC12CCC(CC1=CCC3C2CCC4(C3CC=C4C5=CN=CC=C5)C)O. Drug 2: CCC1(C2=C(COC1=O)C(=O)N3CC4=CC5=C(C=CC(=C5CN(C)C)O)N=C4C3=C2)O.Cl. Cell line: MCF7. Synergy scores: CSS=10.9, Synergy_ZIP=-7.74, Synergy_Bliss=0.864, Synergy_Loewe=-10.8, Synergy_HSA=-1.32. (3) Drug 1: CC12CCC3C(C1CCC2=O)CC(=C)C4=CC(=O)C=CC34C. Drug 2: CCC1=C2CN3C(=CC4=C(C3=O)COC(=O)C4(CC)O)C2=NC5=C1C=C(C=C5)O. Cell line: MCF7. Synergy scores: CSS=31.8, Synergy_ZIP=-7.75, Synergy_Bliss=-1.20, Synergy_Loewe=-7.13, Synergy_HSA=0.0884. (4) Drug 1: CN(C)N=NC1=C(NC=N1)C(=O)N. Drug 2: C1CC(C1)(C(=O)O)C(=O)O.[NH2-].[NH2-].[Pt+2]. Cell line: MOLT-4. Synergy scores: CSS=80.2, Synergy_ZIP=12.7, Synergy_Bliss=13.3, Synergy_Loewe=15.4, Synergy_HSA=16.5.